This data is from Full USPTO retrosynthesis dataset with 1.9M reactions from patents (1976-2016). The task is: Predict the reactants needed to synthesize the given product. (1) Given the product [CH3:23][S:22][C:18]1[CH:17]=[C:16]([C:15]([C:6]2[N:2]([CH3:1])[N:3]=[N:4][N:5]=2)=[O:24])[CH:21]=[CH:20][CH:19]=1, predict the reactants needed to synthesize it. The reactants are: [CH3:1][N:2]1[CH:6]=[N:5][N:4]=[N:3]1.C([Mg]Cl)(C)C.CON(C)[C:15](=[O:24])[C:16]1[CH:21]=[CH:20][CH:19]=[C:18]([S:22][CH3:23])[CH:17]=1.Cl. (2) The reactants are: [CH3:1][O:2][C:3]1[C:8]([OH:9])=[CH:7][CH:6]=[C:5](/[CH:10]=[CH:11]/[C:12]([CH2:14][C:15](/[CH:17]=[CH:18]/[C:19]2[CH:27]=[C:24]([O:25][CH3:26])[C:22]([OH:23])=[CH:21][CH:20]=2)=[O:16])=[O:13])[CH:4]=1.[OH:28]N1C2C=CC=CC=2N=N1.[CH:38]([NH:40][CH:41]([CH2:45][CH3:46])[C:42]([OH:44])=[O:43])=[O:39].C1(N=C=[N:55][CH:56]2CCCCC2)CCCCC1. Given the product [CH3:26][O:25][C:24]1[C:22]([OH:23])=[CH:21][CH:20]=[C:19](/[CH:18]=[CH:17]/[C:15]([CH2:14][C:12](/[CH:11]=[CH:10]/[C:5]2[CH:4]=[C:3]([O:2][CH3:1])[C:8]([OH:9])=[CH:7][CH:6]=2)=[O:13])=[O:16])[CH:27]=1.[CH:38]([NH:40][C:41]([NH:55][CH:56]=[O:28])([CH2:45][CH3:46])[C:42]([O-:44])=[O:43])=[O:39], predict the reactants needed to synthesize it. (3) Given the product [Cl:15][C:10]1[CH:9]=[C:8]([O:16][CH2:17][CH3:18])[C:7]([B:26]2[O:30][C:29]([CH3:32])([CH3:31])[C:28]([CH3:34])([CH3:33])[O:27]2)=[C:12]([CH:11]=1)[CH:13]=[O:14], predict the reactants needed to synthesize it. The reactants are: FC(F)(F)S(O[C:7]1[C:12]([CH:13]=[O:14])=[CH:11][C:10]([Cl:15])=[CH:9][C:8]=1[O:16][CH2:17][CH3:18])(=O)=O.CC([O-])=O.[K+].[B:26]1([B:26]2[O:30][C:29]([CH3:32])([CH3:31])[C:28]([CH3:34])([CH3:33])[O:27]2)[O:30][C:29]([CH3:32])([CH3:31])[C:28]([CH3:34])([CH3:33])[O:27]1. (4) Given the product [NH2:31][C:28]1[CH:29]=[CH:30][C:25]([O:24][C:21]2[CH:20]=[CH:19][N:18]=[C:17]3[CH:16]=[C:15]([C:13]([N:11]4[CH2:12][CH:9]([O:8][Si:1]([C:4]([CH3:5])([CH3:6])[CH3:7])([CH3:3])[CH3:2])[CH2:10]4)=[O:14])[S:23][C:22]=23)=[C:26]([F:34])[CH:27]=1, predict the reactants needed to synthesize it. The reactants are: [Si:1]([O:8][CH:9]1[CH2:12][N:11]([C:13]([C:15]2[S:23][C:22]3[C:17](=[N:18][CH:19]=[CH:20][C:21]=3[O:24][C:25]3[CH:30]=[CH:29][C:28]([N+:31]([O-])=O)=[CH:27][C:26]=3[F:34])[CH:16]=2)=[O:14])[CH2:10]1)([C:4]([CH3:7])([CH3:6])[CH3:5])([CH3:3])[CH3:2].[BH4-].[Na+].C(N(CC(O)=O)CC(O)=O)CN(CC(O)=O)CC(O)=O. (5) Given the product [NH2:11][C@H:12]1[CH2:17][CH2:16][N:15]([C:18]2[CH:19]=[C:20]([C:24]([O:26][CH2:27][CH3:28])=[O:25])[CH:21]=[N:22][CH:23]=2)[CH2:14][C@H:13]1[O:29][CH3:30], predict the reactants needed to synthesize it. The reactants are: C(OC([NH:11][C@H:12]1[CH2:17][CH2:16][N:15]([C:18]2[CH:19]=[C:20]([C:24]([O:26][CH2:27][CH3:28])=[O:25])[CH:21]=[N:22][CH:23]=2)[CH2:14][C@H:13]1[O:29][CH3:30])=O)C1C=CC=CC=1. (6) Given the product [Br:1][C:2]1[CH:7]=[C:6]([F:8])[CH:5]=[CH:4][C:3]=1[CH:9]1[N:10]=[C:11]([C:22]2[S:23][CH:24]=[CH:25][N:26]=2)[NH:12][C:13]([CH2:20][N:28]2[CH2:33][CH2:32][O:31][CH:30]([CH2:34][C:35]([OH:37])=[O:36])[CH2:29]2)=[C:14]1[C:15]([O:17][CH2:18][CH3:19])=[O:16], predict the reactants needed to synthesize it. The reactants are: [Br:1][C:2]1[CH:7]=[C:6]([F:8])[CH:5]=[CH:4][C:3]=1[CH:9]1[C:14]([C:15]([O:17][CH2:18][CH3:19])=[O:16])=[C:13]([CH2:20]Br)[NH:12][C:11]([C:22]2[S:23][CH:24]=[CH:25][N:26]=2)=[N:10]1.Cl.[NH:28]1[CH2:33][CH2:32][O:31][CH:30]([CH2:34][C:35]([OH:37])=[O:36])[CH2:29]1. (7) Given the product [N+:1]([C:4]1[CH:9]=[CH:8][C:7]([N:10]2[C:11](=[O:17])[CH2:12][CH2:13][C:14]2=[O:16])=[CH:6][C:5]=1[C:18]([F:21])([F:20])[F:19])([O-:3])=[O:2], predict the reactants needed to synthesize it. The reactants are: [N+:1]([C:4]1[CH:9]=[CH:8][C:7]([NH:10][C:11](=[O:17])[CH2:12][CH2:13][C:14]([OH:16])=O)=[CH:6][C:5]=1[C:18]([F:21])([F:20])[F:19])([O-:3])=[O:2].CC([O-])=O.[Na+]. (8) The reactants are: [CH3:1][N:2]1[C:10]2[C:5](=[CH:6][C:7]([S:11]([C:14]3[CH:19]=[CH:18][CH:17]=[CH:16][CH:15]=3)(=[O:13])=[O:12])=[CH:8][CH:9]=2)[C:4]([CH2:20][CH2:21][NH:22][C:23](=[O:29])[O:24][C:25]([CH3:28])([CH3:27])[CH3:26])=[C:3]1[CH3:30].[H-].[Na+].[CH3:33]I. Given the product [CH3:1][N:2]1[C:10]2[C:5](=[CH:6][C:7]([S:11]([C:14]3[CH:19]=[CH:18][CH:17]=[CH:16][CH:15]=3)(=[O:13])=[O:12])=[CH:8][CH:9]=2)[C:4]([CH2:20][CH2:21][N:22]([CH3:33])[C:23](=[O:29])[O:24][C:25]([CH3:26])([CH3:27])[CH3:28])=[C:3]1[CH3:30], predict the reactants needed to synthesize it. (9) Given the product [Br:29][C:26]1[N:25]=[C:24]([C:30]2[O:31][C:37]([C:36]3[CH:40]=[CH:41][C:42]([CH2:44][Br:1])=[CH:43][C:35]=3[CH3:34])=[N:33][N:32]=2)[C:23]([NH2:22])=[N:28][CH:27]=1, predict the reactants needed to synthesize it. The reactants are: [Br:1]P(Br)(C1C=CC=CC=1)(C1C=CC=CC=1)C1C=CC=CC=1.[NH2:22][C:23]1[C:24]([C:30]([NH:32][NH2:33])=[O:31])=[N:25][C:26]([Br:29])=[CH:27][N:28]=1.[CH3:34][C:35]1[CH:43]=[C:42]([CH2:44]O[Si](C(C)C)(C(C)C)C(C)C)[CH:41]=[CH:40][C:36]=1[C:37](O)=O.CCN(C(C)C)C(C)C. (10) Given the product [NH2:17][C:11]1[CH:10]=[C:9]([CH:14]=[CH:13][C:12]=1[O:15][CH3:16])[C:8]([NH:7][C:4]1[CH:3]=[CH:2][C:1]([C:21]2[CH:26]=[CH:25][CH:24]=[CH:23][CH:22]=2)=[CH:6][CH:5]=1)=[O:20], predict the reactants needed to synthesize it. The reactants are: [C:1]1([C:21]2[CH:26]=[CH:25][CH:24]=[CH:23][CH:22]=2)[CH:6]=[CH:5][C:4]([NH:7][C:8](=[O:20])[C:9]2[CH:14]=[CH:13][C:12]([O:15][CH3:16])=[C:11]([N+:17]([O-])=O)[CH:10]=2)=[CH:3][CH:2]=1.